This data is from Reaction yield outcomes from USPTO patents with 853,638 reactions. The task is: Predict the reaction yield, written as a fraction of the theoretical maximum amount of product (1.0 means a 100% yield; for example, 0.34 means a 34% yield). (1) The reactants are Cl[C:2]1[CH:7]=[C:6]([C:8]#[N:9])[CH:5]=[CH:4][N:3]=1.[NH:10]1[CH2:15][CH2:14][O:13][CH2:12][CH2:11]1.O. The yield is 0.700. The product is [N:10]1([C:2]2[CH:7]=[C:6]([CH:5]=[CH:4][N:3]=2)[C:8]#[N:9])[CH2:15][CH2:14][O:13][CH2:12][CH2:11]1. The catalyst is CN1CCCC1=O. (2) The reactants are [CH2:1]([C:3](=[CH:6][CH2:7][C:8]1[C:9]([O:21][CH2:22][CH2:23][Si:24]([CH3:27])([CH3:26])[CH3:25])=[C:10]2[C:14](=[C:15]([CH3:19])[C:16]=1[O:17][CH3:18])[CH2:13][O:12][C:11]2=[O:20])[CH:4]=[O:5])[CH3:2].[Li+].[BH4-]. The catalyst is CO.C1COCC1. The product is [OH:5][CH2:4][C:3]([CH2:1][CH3:2])=[CH:6][CH2:7][C:8]1[C:9]([O:21][CH2:22][CH2:23][Si:24]([CH3:25])([CH3:27])[CH3:26])=[C:10]2[C:14]([CH2:13][O:12][C:11]2=[O:20])=[C:15]([CH3:19])[C:16]=1[O:17][CH3:18]. The yield is 0.730. (3) The reactants are [F:1][CH:2]([F:32])[O:3][C:4]1[CH:5]=[C:6](SC)[C:7](C2CC(C)(S(C3C=CC=C(C(F)(F)F)C=3)(=O)=O)CCO2)=[N:8][CH:9]=1.ClC1C([CH:42]2[CH2:47][C:46]([CH3:61])([S:48]([C:51]3[CH:56]=[CH:55][CH:54]=[C:53]([C:57]([F:60])([F:59])[F:58])[CH:52]=3)(=[O:50])=[O:49])[CH2:45][CH2:44][O:43]2)=NC=C(SC)C=1.O[O:63][S:64]([O-:66])=O.[K+].[CH3:68]O. The catalyst is O. The product is [F:32][CH:2]([F:1])[O:3][C:4]1[CH:5]=[C:6]([S:64]([CH3:68])(=[O:66])=[O:63])[C:7]([CH:42]2[CH2:47][C:46]([CH3:61])([S:48]([C:51]3[CH:56]=[CH:55][CH:54]=[C:53]([C:57]([F:60])([F:59])[F:58])[CH:52]=3)(=[O:49])=[O:50])[CH2:45][CH2:44][O:43]2)=[N:8][CH:9]=1. The yield is 0.310. (4) The reactants are C(O[C:6](=O)[NH:7][C:8]1[CH:13]=[CH:12][C:11]([O:14][CH2:15][CH2:16][CH2:17][CH3:18])=[CH:10][CH:9]=1)(C)(C)C.FC(F)(F)C(O)=O.ClC[C:29]([N:31]1[CH2:36][CH2:35][N:34]([C:37]2[N:44]=[CH:43][CH:42]=[CH:41][C:38]=2[C:39]#[N:40])[CH2:33][CH2:32]1)=[O:30].C(=O)([O-])[O-].[Cs+].[Cs+]. The catalyst is C(OCC)(=O)C.ClCCl. The product is [CH2:15]([O:14][C:11]1[CH:10]=[CH:9][C:8]([NH:7][CH2:6][C:29]([N:31]2[CH2:32][CH2:33][N:34]([C:37]3[N:44]=[CH:43][CH:42]=[CH:41][C:38]=3[C:39]#[N:40])[CH2:35][CH2:36]2)=[O:30])=[CH:13][CH:12]=1)[CH2:16][CH2:17][CH3:18]. The yield is 0.280. (5) The yield is 0.860. The catalyst is CN(C)C=O.O. The reactants are [CH3:1][C:2]([C@H:4]1[C@@H:8]2[C@@H:9]3[C@@:22]([CH3:25])([CH2:23][CH2:24][C@@:7]2([C:31]([OH:33])=[O:32])[CH2:6][CH2:5]1)[C@@:21]1([CH3:26])[C@@H:12]([C@:13]2([CH3:30])[C@@H:18]([CH2:19][CH2:20]1)[C:17]([CH3:28])([CH3:27])[C@@H:16]([OH:29])[CH2:15][CH2:14]2)[CH2:11][CH2:10]3)=[CH2:3].C(=O)([O-])[O-].[K+].[K+].[CH2:40](Br)[C:41]1[CH:46]=[CH:45][CH:44]=[CH:43][CH:42]=1.C1(C)C=CC=CC=1.C(OCC)C. The product is [CH3:3][C:2]([C@H:4]1[C@@H:8]2[C@@H:9]3[C@@:22]([CH3:25])([CH2:23][CH2:24][C@@:7]2([C:31]([O:33][CH2:40][C:41]2[CH:46]=[CH:45][CH:44]=[CH:43][CH:42]=2)=[O:32])[CH2:6][CH2:5]1)[C@@:21]1([CH3:26])[C@@H:12]([C@:13]2([CH3:30])[C@@H:18]([CH2:19][CH2:20]1)[C:17]([CH3:27])([CH3:28])[C@@H:16]([OH:29])[CH2:15][CH2:14]2)[CH2:11][CH2:10]3)=[CH2:1]. (6) The reactants are [Br:1][C:2]1[CH:7]=[CH:6][C:5]([NH:8][CH:9]=O)=[CH:4][CH:3]=1.C(NC1C=CC=CC=1)=O.CO. The catalyst is C1COCC1.O. The product is [Br:1][C:2]1[CH:7]=[CH:6][C:5]([NH:8][CH3:9])=[CH:4][CH:3]=1. The yield is 0.988. (7) The reactants are Cl.O1CCOCC1.[OH:8][CH2:9][C:10]#[C:11][C:12]1[N:13]=[C:14]([C:33]2[O:34][C:35]([C:38]3[CH:43]=[CH:42][CH:41]=[CH:40][CH:39]=3)=[N:36][N:37]=2)[C:15]([N:18](C(OC(C)(C)C)=O)C(=O)OC(C)(C)C)=[N:16][CH:17]=1. The catalyst is CO. The product is [NH2:18][C:15]1[N:16]=[CH:17][C:12]([C:11]#[C:10][CH2:9][OH:8])=[N:13][C:14]=1[C:33]1[O:34][C:35]([C:38]2[CH:43]=[CH:42][CH:41]=[CH:40][CH:39]=2)=[N:36][N:37]=1. The yield is 0.940.